From a dataset of Forward reaction prediction with 1.9M reactions from USPTO patents (1976-2016). Predict the product of the given reaction. Given the reactants [C:1]1([C:22]2[CH:27]=[CH:26][CH:25]=[CH:24][CH:23]=2)[CH:6]=[CH:5][CH:4]=[CH:3][C:2]=1[NH:7][C:8]([O:10]C1CCN(CCC(O)=O)CC1)=[O:9].NCCCCCN(CC1C=CC=CC=1)C[C@@H](C1C=CC(OCC2C=CC=CC=2)=C2C=1C=CC(=O)N2)O[Si](C(C)(C)C)(C)C.C(N(C(C)C)CC)(C)C.C1CN([P+](ON2N=NC3C=CC=CC2=3)(N2CCCC2)N2CCCC2)CC1.F[P-](F)(F)(F)(F)F.Cl, predict the reaction product. The product is: [C:1]1([C:22]2[CH:27]=[CH:26][CH:25]=[CH:24][CH:23]=2)[CH:6]=[CH:5][CH:4]=[CH:3][C:2]=1[NH:7][C:8](=[O:9])[OH:10].